Task: Predict the reaction yield, written as a fraction of the theoretical maximum amount of product (1.0 means a 100% yield; for example, 0.34 means a 34% yield).. Dataset: Reaction yield outcomes from USPTO patents with 853,638 reactions (1) The reactants are [I:1][C:2]1[CH:17]=[CH:16][C:5]([CH2:6][C:7]2[CH:15]=[CH:14][C:10]([C:11]([OH:13])=[O:12])=[CH:9][CH:8]=2)=[CH:4][CH:3]=1.O[N:19]1[C:23](=[O:24])[CH2:22][CH2:21][C:20]1=[O:25].C1(N=C=NC2CCCCC2)CCCCC1. The catalyst is C(Cl)Cl. The product is [I:1][C:2]1[CH:3]=[CH:4][C:5]([CH2:6][C:7]2[CH:15]=[CH:14][C:10]([C:11]([O:13][N:19]3[C:23](=[O:24])[CH2:22][CH2:21][C:20]3=[O:25])=[O:12])=[CH:9][CH:8]=2)=[CH:16][CH:17]=1. The yield is 0.360. (2) The reactants are Cl[C:2](=[N:10][N:11]=[C:12](Cl)[C:13]1[CH:18]=[CH:17][CH:16]=[CH:15][CH:14]=1)[C:3]1[CH:8]=[CH:7][CH:6]=[CH:5][C:4]=1[CH3:9].[CH3:20][C:21]1[CH:27]=[CH:26][CH:25]=[C:24]([CH3:28])[C:22]=1[NH2:23].CN(C)C1C=CC=CC=1.Cl. The catalyst is ClCCl. The product is [CH3:9][C:4]1[CH:5]=[CH:6][CH:7]=[CH:8][C:3]=1[C:2]1[N:23]([C:22]2[C:24]([CH3:28])=[CH:25][CH:26]=[CH:27][C:21]=2[CH3:20])[C:12]([C:13]2[CH:18]=[CH:17][CH:16]=[CH:15][CH:14]=2)=[N:11][N:10]=1. The yield is 0.310. (3) The reactants are S(=O)(=O)(O)O.O=[C:7]([CH3:25])[CH2:8][NH:9][C:10](=[O:24])[C:11]([NH:13][C:14]1[CH:19]=[CH:18][CH:17]=[C:16]([C:20]([F:23])([F:22])[F:21])[CH:15]=1)=[O:12]. No catalyst specified. The product is [CH3:25][C:7]1[N:13]([C:14]2[CH:19]=[CH:18][CH:17]=[C:16]([C:20]([F:23])([F:22])[F:21])[CH:15]=2)[C:11](=[O:12])[C:10](=[O:24])[NH:9][CH:8]=1. The yield is 0.903. (4) The reactants are Br[C:2]1[CH:3]=[C:4]([N:22]([CH2:29][CH3:30])[CH:23]2[CH2:28][CH2:27][O:26][CH2:25][CH2:24]2)[C:5]([CH3:21])=[C:6]([CH:20]=1)[C:7]([NH:9][CH2:10][C:11]1[C:12](=[O:19])[NH:13][C:14]([CH3:18])=[CH:15][C:16]=1[CH3:17])=[O:8].[CH:31]([C:33]1[CH:34]=[C:35](B(O)O)[CH:36]=[CH:37][CH:38]=1)=[O:32].C([O-])([O-])=O.[Na+].[Na+]. The catalyst is O1CCOCC1.O.C1C=CC([P]([Pd]([P](C2C=CC=CC=2)(C2C=CC=CC=2)C2C=CC=CC=2)([P](C2C=CC=CC=2)(C2C=CC=CC=2)C2C=CC=CC=2)[P](C2C=CC=CC=2)(C2C=CC=CC=2)C2C=CC=CC=2)(C2C=CC=CC=2)C2C=CC=CC=2)=CC=1. The product is [CH3:17][C:16]1[CH:15]=[C:14]([CH3:18])[NH:13][C:12](=[O:19])[C:11]=1[CH2:10][NH:9][C:7]([C:6]1[CH:20]=[C:2]([C:37]2[CH:36]=[CH:35][CH:34]=[C:33]([CH:31]=[O:32])[CH:38]=2)[CH:3]=[C:4]([N:22]([CH2:29][CH3:30])[CH:23]2[CH2:28][CH2:27][O:26][CH2:25][CH2:24]2)[C:5]=1[CH3:21])=[O:8]. The yield is 0.640. (5) The yield is 0.960. The catalyst is O. The product is [OH:5][CH2:4][CH2:3][CH2:2][N:1]1[CH2:11][CH2:10][S:8](=[O:9])[CH2:6][CH2:7]1. The reactants are [NH2:1][CH2:2][CH2:3][CH2:4][OH:5].[CH:6]([S:8]([CH:10]=[CH2:11])=[O:9])=[CH2:7]. (6) The reactants are [NH2:1][CH2:2][C:3]1([C:9]([OH:11])=[O:10])[CH2:8][CH2:7][O:6][CH2:5][CH2:4]1.[C:12]1([CH3:22])[CH:17]=[CH:16][C:15]([S:18](Cl)(=[O:20])=[O:19])=[CH:14][CH:13]=1.[OH-].[Na+].Cl. No catalyst specified. The product is [CH3:22][C:12]1[CH:17]=[CH:16][C:15]([S:18]([NH:1][CH2:2][C:3]2([C:9]([OH:11])=[O:10])[CH2:8][CH2:7][O:6][CH2:5][CH2:4]2)(=[O:20])=[O:19])=[CH:14][CH:13]=1. The yield is 0.850. (7) The reactants are [N:1]1([C:10]2[S:14][C:13]([CH2:15][OH:16])=[C:12]([O:17][CH2:18][C:19]3[CH:24]=[CH:23][CH:22]=[CH:21][C:20]=3[CH3:25])[CH:11]=2)[C:5]2[CH:6]=[CH:7][CH:8]=[CH:9][C:4]=2[N:3]=[CH:2]1. The catalyst is ClCCl.[O-2].[O-2].[Mn+4]. The product is [N:1]1([C:10]2[S:14][C:13]([CH:15]=[O:16])=[C:12]([O:17][CH2:18][C:19]3[CH:24]=[CH:23][CH:22]=[CH:21][C:20]=3[CH3:25])[CH:11]=2)[C:5]2[CH:6]=[CH:7][CH:8]=[CH:9][C:4]=2[N:3]=[CH:2]1. The yield is 0.950.